The task is: Predict which catalyst facilitates the given reaction.. This data is from Catalyst prediction with 721,799 reactions and 888 catalyst types from USPTO. (1) Reactant: [C:1]([O:5][C:6](=[O:53])[C:7]([O:10]/[N:11]=[C:12](/[C:40]1[N:41]=[C:42]([NH:45][C:46]([O:48][C:49]([CH3:52])([CH3:51])[CH3:50])=[O:47])[S:43][CH:44]=1)\[C:13]([NH:15][C@@H:16]1[C:23](=[O:24])[N:22]2[C@@H:17]1[S@:18](=[O:39])[CH2:19][C:20]([CH2:37]Cl)=[C:21]2[C:25]([O:27][CH2:28][C:29]1[CH:34]=[CH:33][C:32]([O:35][CH3:36])=[CH:31][CH:30]=1)=[O:26])=[O:14])([CH3:9])[CH3:8])([CH3:4])([CH3:3])[CH3:2].[I-:54].[Na+]. Product: [C:1]([O:5][C:6](=[O:53])[C:7]([O:10]/[N:11]=[C:12](/[C:40]1[N:41]=[C:42]([NH:45][C:46]([O:48][C:49]([CH3:52])([CH3:51])[CH3:50])=[O:47])[S:43][CH:44]=1)\[C:13]([NH:15][C@@H:16]1[C:23](=[O:24])[N:22]2[C@@H:17]1[S@:18](=[O:39])[CH2:19][C:20]([CH2:37][I:54])=[C:21]2[C:25]([O:27][CH2:28][C:29]1[CH:34]=[CH:33][C:32]([O:35][CH3:36])=[CH:31][CH:30]=1)=[O:26])=[O:14])([CH3:9])[CH3:8])([CH3:4])([CH3:3])[CH3:2]. The catalyst class is: 21. (2) Reactant: C(N(C(C)C)C(C)C)C.[CH:10]1([C:15](Cl)=[O:16])[CH2:14][CH2:13][CH2:12][CH2:11]1.[Cl:18][C:19]1[C:20]([F:29])=[C:21]2[C:27]([NH2:28])=[CH:26][NH:25][C:22]2=[N:23][CH:24]=1. Product: [Cl:18][C:19]1[C:20]([F:29])=[C:21]2[C:27]([NH:28][C:15]([CH:10]3[CH2:14][CH2:13][CH2:12][CH2:11]3)=[O:16])=[CH:26][NH:25][C:22]2=[N:23][CH:24]=1. The catalyst class is: 1. (3) Reactant: Br[C:2]1[CH:3]=[C:4]([CH:16]=[C:17]([N:19]2[CH2:23][CH2:22][CH2:21][C@@H:20]2[CH2:24][OH:25])[CH:18]=1)[C:5]([NH:7][CH2:8][C:9]1[CH:10]=[N:11][C:12]([CH3:15])=[CH:13][CH:14]=1)=[O:6].B(O)(O)[C:27]1[CH:28]=[CH:29][C:30]([CH3:33])=[CH:31][CH:32]=1.C1(C)C=CC=CC=1.C(=O)([O-])[O-].[Cs+].[Cs+].O. Product: [CH3:15][C:12]1[N:11]=[CH:10][C:9]([CH2:8][NH:7][C:5]([C:4]2[CH:3]=[C:2]([C:27]3[CH:32]=[CH:31][C:30]([CH3:33])=[CH:29][CH:28]=3)[CH:18]=[C:17]([N:19]3[CH2:23][CH2:22][CH2:21][C@@H:20]3[CH2:24][OH:25])[CH:16]=2)=[O:6])=[CH:14][CH:13]=1. The catalyst class is: 73. (4) Reactant: [C:1]1([N:7]=[C:8]([S:11][CH3:12])[C:9]#[CH:10])[CH:6]=[CH:5][CH:4]=[CH:3][CH:2]=1.[CH3:13][C:14]1[CH:19]=[CH:18][C:17]([SH:20])=[CH:16][CH:15]=1. Product: [C:1]1([N:7]=[C:8]([S:11][CH3:12])[CH:9]=[CH:10][S:20][C:17]2[CH:18]=[CH:19][C:14]([CH3:13])=[CH:15][CH:16]=2)[CH:6]=[CH:5][CH:4]=[CH:3][CH:2]=1. The catalyst class is: 22.